From a dataset of Drug-target binding data from BindingDB using IC50 measurements. Regression. Given a target protein amino acid sequence and a drug SMILES string, predict the binding affinity score between them. We predict pIC50 (pIC50 = -log10(IC50 in M); higher means more potent). Dataset: bindingdb_ic50. (1) The compound is CC[C@@H](C)[C@@H]1NC(=O)[C@@H]2CCCN2C(=O)[C@H](Cc2ccccc2)N(C)C(=O)[C@H](Cc2ccccc2)NC(=O)[C@H](C(C)C)N(C)C(=O)[C@@H]([C@H](C)CC)OC(=O)[C@H](C(C)(C)O)N(C)C(=O)[C@H](CC(C)C)NC(=O)[C@H](C(C)C)N(C)C1=O. The target protein (O13332) has sequence MASSILRSKIIQKPYQLFHYYFLSEKAPGSTVSDLNFDTNIQTSLRKLKHHHWTVGEIFHYGFLVSILFFVFVVFPASFFIKLPIILAFATCFLIPLTSQFFLPALPVFTWLALYFTCAKIPQEWKPAITVKVLPAMETILYGDNLSNVLATITTGVLDILAWLPYGIIHFSFPFVLAAIIFLFGPPTALRSFGFAFGYMNLLGVLIQMAFPAAPPWYKNLHGLEPANYSMHGSPGGLGRIDKLLGVDMYTTGFSNSSIIFGAFPSLHSGCCIMEVLFLCWLFPRFKFVWVTYASWLWWSTMYLTHHYFVDLIGGAMLSLTVFEFTKYKYLPKNKEGLFCRWSYTEIEKIDIQEIDPLSYNYIPINSNDNESRLYTRVYQESQVSPPSRAETPEAFEMSNFSRSRQSSKTQVPLSNLTNNDQVPGINEEDEEEEGDEISSSTPSVFEDEPQGSTYAASSATSVDDLDSKRN. The pIC50 is 9.5. (2) The small molecule is O=C(O)CCCc1c[nH]c2ccccc12. The target protein sequence is MRVLALSAVFLVASIIGMPAVAKEWQENKSWNAHFTEHKSQGVVVLWNENKQQGFTNNLKRANQAFLPASTFKIPNSLIALDLGVVKDEHQVFKWDGQTRDIATWNRDHNLITAMKYSVVPVYQEFARQIGEARMSKMLHAFDYGNEDISGNVDSFWLDGGIRISATEQISFLRKLYHNKLHVSERSQRIVKQAMLTEANGDYIIRAKTGYSTRIEPKIGWWVGWVELDDNVWFFAMNMDMPTSDGLGLRQAITKEVLKQEKIIP. The pIC50 is 3.3. (3) The target protein sequence is CVSASPSTLARLVSRSAMPAGSSTAWNTAFSPMARCQVTKTIGGGDDSFNTFFSETGAGKHVPRAVFVDLEPTVIDEVRTGTYRSSSTLSSSSQAKKMP. The drug is COc1cccc(/C=C\c2cc(OC)c(OC)c(OC)c2)c1. The pIC50 is 5.1. (4) The compound is CC(C)(C)NC(=O)N[C@H](C(=O)N1C[C@H]2[C@@H]([C@H]1C(=O)NC(CC1CCC1)C(=O)C(N)=O)C2(C)C)C(C)(C)C. The target protein (Q9UBX1) has sequence MAPWLQLLSLLGLLPGAVAAPAQPRAASFQAWGPPSPELLAPTRFALEMFNRGRAAGTRAVLGLVRGRVRRAGQGSLYSLEATLEEPPCNDPMVCRLPVSKKTLLCSFQVLDELGRHVLLRKDCGPVDTKVPGAGEPKSAFTQGSAMISSLSQNHPDNRNETFSSVISLLNEDPLSQDLPVKMASIFKNFVITYNRTYESKEEARWRLSVFVNNMVRAQKIQALDRGTAQYGVTKFSDLTEEEFRTIYLNTLLRKEPGNKMKQAKSVGDLAPPEWDWRSKGAVTKVKDQGMCGSCWAFSVTGNVEGQWFLNQGTLLSLSEQELLDCDKMDKACMGGLPSNAYSAIKNLGGLETEDDYSYQGHMQSCNFSAEKAKVYINDSVELSQNEQKLAAWLAKRGPISVAINAFGMQFYRHGISRPLRPLCSPWLIDHAVLLVGYGNRSDVPFWAIKNSWGTDWGEKGYYYLHRGSGACGVNTMASSAVVD. The pIC50 is 6.0. (5) The compound is COc1cc(OC)c2cc3n(c2c1)C(=S)N(CCc1ccccc1)C3=O. The target protein (P19438) has sequence MGLSTVPDLLLPLVLLELLVGIYPSGVIGLVPHLGDREKRDSVCPQGKYIHPQNNSICCTKCHKGTYLYNDCPGPGQDTDCRECESGSFTASENHLRHCLSCSKCRKEMGQVEISSCTVDRDTVCGCRKNQYRHYWSENLFQCFNCSLCLNGTVHLSCQEKQNTVCTCHAGFFLRENECVSCSNCKKSLECTKLCLPQIENVKGTEDSGTTVLLPLVIFFGLCLLSLLFIGLMYRYQRWKSKLYSIVCGKSTPEKEGELEGTTTKPLAPNPSFSPTPGFTPTLGFSPVPSSTFTSSSTYTPGDCPNFAAPRREVAPPYQGADPILATALASDPIPNPLQKWEDSAHKPQSLDTDDPATLYAVVENVPPLRWKEFVRRLGLSDHEIDRLELQNGRCLREAQYSMLATWRRRTPRREATLELLGRVLRDMDLLGCLEDIEEALCGPAALPPAPSLLR. The pIC50 is 5.7.